This data is from Catalyst prediction with 721,799 reactions and 888 catalyst types from USPTO. The task is: Predict which catalyst facilitates the given reaction. (1) Reactant: [Cl:1][C:2]1[C:11]2[C:6](=[CH:7][C:8]([OH:14])=[C:9]([O:12][CH3:13])[CH:10]=2)[N:5]=[CH:4][CH:3]=1.C(=O)([O-])[O-].[K+].[K+].[CH3:21][O:22][CH2:23][CH2:24]Br. Product: [Cl:1][C:2]1[C:11]2[C:6](=[CH:7][C:8]([O:14][CH2:24][CH2:23][O:22][CH3:21])=[C:9]([O:12][CH3:13])[CH:10]=2)[N:5]=[CH:4][CH:3]=1. The catalyst class is: 711. (2) Reactant: Cl[C:2]1[N:6]([CH3:7])[N:5]=[C:4]([CH:8]([F:10])[F:9])[C:3]=1[CH:11]=[O:12].[F-:13].[K+]. Product: [F:13][C:2]1[N:6]([CH3:7])[N:5]=[C:4]([CH:8]([F:10])[F:9])[C:3]=1[CH:11]=[O:12]. The catalyst class is: 44.